This data is from Forward reaction prediction with 1.9M reactions from USPTO patents (1976-2016). The task is: Predict the product of the given reaction. The product is: [CH3:1][NH:2][C:3]([C:5]1[C:9]2[CH:10]=[C:11]([O:19][CH:20]([CH3:22])[CH3:21])[C:12]([N:14]([S:15]([CH3:18])(=[O:16])=[O:17])[CH2:37][C:38](=[O:40])[CH3:39])=[CH:13][C:8]=2[O:7][C:6]=1[C:23]1[CH:28]=[CH:27][C:26]([F:29])=[CH:25][CH:24]=1)=[O:4]. Given the reactants [CH3:1][NH:2][C:3]([C:5]1[C:9]2[CH:10]=[C:11]([O:19][CH:20]([CH3:22])[CH3:21])[C:12]([NH:14][S:15]([CH3:18])(=[O:17])=[O:16])=[CH:13][C:8]=2[O:7][C:6]=1[C:23]1[CH:28]=[CH:27][C:26]([F:29])=[CH:25][CH:24]=1)=[O:4].C(=O)([O-])[O-].[K+].[K+].Cl[CH2:37][C:38](=[O:40])[CH3:39], predict the reaction product.